Dataset: NCI-60 drug combinations with 297,098 pairs across 59 cell lines. Task: Regression. Given two drug SMILES strings and cell line genomic features, predict the synergy score measuring deviation from expected non-interaction effect. (1) Drug 1: CN1C(=O)N2C=NC(=C2N=N1)C(=O)N. Drug 2: C1=CC=C(C=C1)NC(=O)CCCCCCC(=O)NO. Cell line: K-562. Synergy scores: CSS=26.5, Synergy_ZIP=-12.5, Synergy_Bliss=-7.21, Synergy_Loewe=-5.43, Synergy_HSA=-4.13. (2) Drug 1: C1CCC(C1)C(CC#N)N2C=C(C=N2)C3=C4C=CNC4=NC=N3. Drug 2: B(C(CC(C)C)NC(=O)C(CC1=CC=CC=C1)NC(=O)C2=NC=CN=C2)(O)O. Cell line: RXF 393. Synergy scores: CSS=3.04, Synergy_ZIP=-2.37, Synergy_Bliss=-1.14, Synergy_Loewe=-1.26, Synergy_HSA=-1.24. (3) Drug 1: C1=C(C(=O)NC(=O)N1)F. Drug 2: C1=NNC2=C1C(=O)NC=N2. Cell line: HCT-15. Synergy scores: CSS=28.6, Synergy_ZIP=-2.04, Synergy_Bliss=-7.44, Synergy_Loewe=-27.8, Synergy_HSA=-8.60. (4) Drug 1: C1=CC(=C2C(=C1NCCNCCO)C(=O)C3=C(C=CC(=C3C2=O)O)O)NCCNCCO. Drug 2: C1=CC(=CC=C1CCCC(=O)O)N(CCCl)CCCl. Cell line: UACC62. Synergy scores: CSS=43.0, Synergy_ZIP=-11.5, Synergy_Bliss=-7.88, Synergy_Loewe=-6.63, Synergy_HSA=-1.71.